From a dataset of Forward reaction prediction with 1.9M reactions from USPTO patents (1976-2016). Predict the product of the given reaction. (1) Given the reactants [Cl:1][C:2]1[CH:7]=[CH:6][C:5]([C:8]2[S:30][C:11]3[C:12](=[O:29])[N:13]([C:16]4[CH:17]=[N:18][C:19]([O:22][CH:23]5[CH2:28][CH2:27][NH:26][CH2:25][CH2:24]5)=[CH:20][CH:21]=4)[CH:14]=[CH:15][C:10]=3[CH:9]=2)=[CH:4][CH:3]=1.[C:31](O)(=O)C.C=O.C([BH3-])#N.[Na+].[Cl-].[NH4+], predict the reaction product. The product is: [ClH:1].[Cl:1][C:2]1[CH:3]=[CH:4][C:5]([C:8]2[S:30][C:11]3[C:12](=[O:29])[N:13]([C:16]4[CH:17]=[N:18][C:19]([O:22][CH:23]5[CH2:28][CH2:27][N:26]([CH3:31])[CH2:25][CH2:24]5)=[CH:20][CH:21]=4)[CH:14]=[CH:15][C:10]=3[CH:9]=2)=[CH:6][CH:7]=1. (2) The product is: [C:1]([O:5][C:6]([N:8]([C:16]1[C:21]([C:22]#[C:23][Si:24]([CH3:27])([CH3:26])[CH3:25])=[N:20][C:19]([N:29]2[CH2:34][CH2:33][NH:32][CH2:31][CH2:30]2)=[CH:18][N:17]=1)[C:9](=[O:15])[O:10][C:11]([CH3:14])([CH3:13])[CH3:12])=[O:7])([CH3:4])([CH3:3])[CH3:2]. Given the reactants [C:1]([O:5][C:6]([N:8]([C:16]1[C:21]([C:22]#[C:23][Si:24]([CH3:27])([CH3:26])[CH3:25])=[N:20][C:19](Br)=[CH:18][N:17]=1)[C:9](=[O:15])[O:10][C:11]([CH3:14])([CH3:13])[CH3:12])=[O:7])([CH3:4])([CH3:3])[CH3:2].[NH:29]1[CH2:34][CH2:33][NH:32][CH2:31][CH2:30]1, predict the reaction product. (3) Given the reactants [F:1][C:2]1[CH:7]=[C:6]([N+:8]([O-])=O)[CH:5]=[CH:4][C:3]=1[N:11]1[CH2:16][CH2:15][CH:14]([C:17]2[O:21][C:20](=[O:22])[NH:19][N:18]=2)[CH2:13][CH2:12]1.O.O.Cl[Sn]Cl, predict the reaction product. The product is: [NH2:8][C:6]1[CH:5]=[CH:4][C:3]([N:11]2[CH2:16][CH2:15][CH:14]([C:17]3[O:21][C:20](=[O:22])[NH:19][N:18]=3)[CH2:13][CH2:12]2)=[C:2]([F:1])[CH:7]=1. (4) Given the reactants Cl.Cl.Cl.[CH3:4][N:5]1[C:13]2[C:8](=[CH:9][C:10]([NH:14][C:15]3[C:16]4[CH:23]=[C:22]([C:24]5[CH2:25][CH2:26][NH:27][CH2:28][CH:29]=5)[NH:21][C:17]=4[N:18]=[CH:19][N:20]=3)=[CH:11][CH:12]=2)[CH:7]=[N:6]1.C(N(CC)C(C)C)(C)C.[C:39]([N:43]=[C:44]=[O:45])([CH3:42])([CH3:41])[CH3:40], predict the reaction product. The product is: [C:39]([NH:43][C:44]([N:27]1[CH2:26][CH:25]=[C:24]([C:22]2[NH:21][C:17]3[N:18]=[CH:19][N:20]=[C:15]([NH:14][C:10]4[CH:9]=[C:8]5[C:13](=[CH:12][CH:11]=4)[N:5]([CH3:4])[N:6]=[CH:7]5)[C:16]=3[CH:23]=2)[CH2:29][CH2:28]1)=[O:45])([CH3:42])([CH3:41])[CH3:40]. (5) Given the reactants [Cl:1][C:2]1[N:7]=[C:6]2[CH:8]=[CH:9][NH:10][C:5]2=[CH:4][CH:3]=1.[C:11](O[C:11]([O:13][C:14]([CH3:17])([CH3:16])[CH3:15])=[O:12])([O:13][C:14]([CH3:17])([CH3:16])[CH3:15])=[O:12], predict the reaction product. The product is: [Cl:1][C:2]1[N:7]=[C:6]2[CH:8]=[CH:9][N:10]([C:11]([O:13][C:14]([CH3:17])([CH3:16])[CH3:15])=[O:12])[C:5]2=[CH:4][CH:3]=1.